This data is from NCI-60 drug combinations with 297,098 pairs across 59 cell lines. The task is: Regression. Given two drug SMILES strings and cell line genomic features, predict the synergy score measuring deviation from expected non-interaction effect. (1) Drug 1: C1=CC(=CC=C1C#N)C(C2=CC=C(C=C2)C#N)N3C=NC=N3. Drug 2: CCC1(CC2CC(C3=C(CCN(C2)C1)C4=CC=CC=C4N3)(C5=C(C=C6C(=C5)C78CCN9C7C(C=CC9)(C(C(C8N6C)(C(=O)OC)O)OC(=O)C)CC)OC)C(=O)OC)O.OS(=O)(=O)O. Cell line: BT-549. Synergy scores: CSS=4.04, Synergy_ZIP=-1.52, Synergy_Bliss=-1.42, Synergy_Loewe=-0.0564, Synergy_HSA=-1.59. (2) Drug 1: C(CCl)NC(=O)N(CCCl)N=O. Drug 2: CC12CCC3C(C1CCC2OP(=O)(O)O)CCC4=C3C=CC(=C4)OC(=O)N(CCCl)CCCl.[Na+]. Cell line: OVCAR3. Synergy scores: CSS=-16.5, Synergy_ZIP=10.5, Synergy_Bliss=10.2, Synergy_Loewe=-26.5, Synergy_HSA=-14.3. (3) Drug 1: C1=CN(C(=O)N=C1N)C2C(C(C(O2)CO)O)O.Cl. Drug 2: CS(=O)(=O)OCCCCOS(=O)(=O)C. Cell line: MALME-3M. Synergy scores: CSS=32.3, Synergy_ZIP=-9.24, Synergy_Bliss=0.756, Synergy_Loewe=-28.0, Synergy_HSA=2.65. (4) Drug 1: CCC1(CC2CC(C3=C(CCN(C2)C1)C4=CC=CC=C4N3)(C5=C(C=C6C(=C5)C78CCN9C7C(C=CC9)(C(C(C8N6C)(C(=O)OC)O)OC(=O)C)CC)OC)C(=O)OC)O.OS(=O)(=O)O. Drug 2: C1CN(CCN1C(=O)CCBr)C(=O)CCBr. Cell line: MDA-MB-231. Synergy scores: CSS=17.4, Synergy_ZIP=-2.67, Synergy_Bliss=-1.68, Synergy_Loewe=2.76, Synergy_HSA=2.90. (5) Drug 1: CC1=C(C(CCC1)(C)C)C=CC(=CC=CC(=CC(=O)O)C)C. Drug 2: CC1=C(C(=CC=C1)Cl)NC(=O)C2=CN=C(S2)NC3=CC(=NC(=N3)C)N4CCN(CC4)CCO. Cell line: MDA-MB-435. Synergy scores: CSS=2.01, Synergy_ZIP=-2.06, Synergy_Bliss=-1.88, Synergy_Loewe=-1.58, Synergy_HSA=-1.37. (6) Drug 1: CC1=CC2C(CCC3(C2CCC3(C(=O)C)OC(=O)C)C)C4(C1=CC(=O)CC4)C. Drug 2: CC1=C(C=C(C=C1)C(=O)NC2=CC(=CC(=C2)C(F)(F)F)N3C=C(N=C3)C)NC4=NC=CC(=N4)C5=CN=CC=C5. Cell line: MDA-MB-231. Synergy scores: CSS=-0.0480, Synergy_ZIP=3.10, Synergy_Bliss=3.41, Synergy_Loewe=-14.5, Synergy_HSA=-7.25.